Dataset: TCR-epitope binding with 47,182 pairs between 192 epitopes and 23,139 TCRs. Task: Binary Classification. Given a T-cell receptor sequence (or CDR3 region) and an epitope sequence, predict whether binding occurs between them. (1) The epitope is FVDGVPFVV. The TCR CDR3 sequence is CASSLGWGRVNTEAFF. Result: 1 (the TCR binds to the epitope). (2) The epitope is KLGGALQAK. The TCR CDR3 sequence is CASSQDRGPANEQFF. Result: 0 (the TCR does not bind to the epitope). (3) The epitope is YIFFASFYY. The TCR CDR3 sequence is CASQTGAREAFF. Result: 1 (the TCR binds to the epitope). (4) The epitope is SEVGPEHSLAEY. The TCR CDR3 sequence is CSVGLSGELGVEKLFF. Result: 0 (the TCR does not bind to the epitope).